This data is from Peptide-MHC class I binding affinity with 185,985 pairs from IEDB/IMGT. The task is: Regression. Given a peptide amino acid sequence and an MHC pseudo amino acid sequence, predict their binding affinity value. This is MHC class I binding data. (1) The peptide sequence is VFLILCFTI. The MHC is HLA-A29:02 with pseudo-sequence HLA-A29:02. The binding affinity (normalized) is 0.0294. (2) The peptide sequence is GNSSWPWQI. The MHC is Mamu-B8701 with pseudo-sequence Mamu-B8701. The binding affinity (normalized) is 0. (3) The peptide sequence is VFFKQWFEK. The MHC is HLA-B58:01 with pseudo-sequence HLA-B58:01. The binding affinity (normalized) is 0.0847. (4) The MHC is HLA-A23:01 with pseudo-sequence HLA-A23:01. The binding affinity (normalized) is 0.403. The peptide sequence is ILGDTAWDF. (5) The peptide sequence is GVNACQVGV. The MHC is HLA-B40:01 with pseudo-sequence HLA-B40:01. The binding affinity (normalized) is 0.0847. (6) The peptide sequence is AAYHPQQFIYA. The MHC is HLA-A01:01 with pseudo-sequence HLA-A01:01. The binding affinity (normalized) is 0.